Dataset: HIV replication inhibition screening data with 41,000+ compounds from the AIDS Antiviral Screen. Task: Binary Classification. Given a drug SMILES string, predict its activity (active/inactive) in a high-throughput screening assay against a specified biological target. (1) The compound is Nc1ccccc1N1C(=O)C(Cl)=C(Cl)C1=O. The result is 0 (inactive). (2) The drug is CC(CC(=O)Nc1cccc([N+](=O)[O-])c1)=NNC(N)=S. The result is 0 (inactive). (3) The molecule is COc1ccc(OC)c(-n2nnc3ccccc3c2=O)c1. The result is 0 (inactive). (4) The drug is O=C(O)CNS(=O)(=O)c1ccc(NC(=O)c2ccc(F)cc2)cc1. The result is 0 (inactive). (5) The drug is Cl.O=[N+]([O-])c1cccc2nccc(NCCN3CCOCC3)c12. The result is 0 (inactive). (6) The compound is COc1cc(C=CC(=O)CC(=O)C=Cc2ccc(OC(=O)CCCCC3CCSS3)c(OC)c2)ccc1OC(=O)CCCCC1CCSS1. The result is 0 (inactive). (7) The molecule is N#CC(OC1OC(COC2OC(CO)C(O)C(O)C2O)C(O)C(O)C1O)c1ccccc1. The result is 0 (inactive). (8) The compound is CC1CC(=O)NC2CC1C2(C)C. The result is 0 (inactive). (9) The drug is CC(=O)Nc1nc2c(=O)c3ccccc3sc2s1. The result is 0 (inactive). (10) The drug is Cc1cc(-c2cccc3ccccc23)c(C#N)c(=S)n1C1OC(CO)C(O)C(O)C1O. The result is 0 (inactive).